This data is from Full USPTO retrosynthesis dataset with 1.9M reactions from patents (1976-2016). The task is: Predict the reactants needed to synthesize the given product. (1) Given the product [CH3:30][C:26]1[NH:25][C:22]([CH3:24])=[C:21]([C:18]2[S:19][CH:20]=[C:16]([CH3:15])[N:17]=2)[CH:13]([C:5]2[CH:6]=[CH:7][CH:8]=[C:9]3[C:4]=2[O:3][C:2]([CH3:1])=[CH:11][C:10]3=[O:12])[C:27]=1[C:28]#[N:29], predict the reactants needed to synthesize it. The reactants are: [CH3:1][C:2]1[O:3][C:4]2[C:9]([C:10](=[O:12])[CH:11]=1)=[CH:8][CH:7]=[CH:6][C:5]=2[CH:13]=O.[CH3:15][C:16]1[N:17]=[C:18]([CH2:21][C:22]([CH3:24])=O)[S:19][CH:20]=1.[NH2:25]/[C:26](/[CH3:30])=[CH:27]\[C:28]#[N:29]. (2) The reactants are: C[C@H](NC(=O)OC(C)(C)C)CC=O.[NH2:14][C@@H:15]([CH3:23])[CH2:16][CH2:17][NH:18][CH2:19][CH2:20][O:21][CH3:22].[2H]C(O[2H])([2H])[2H].[2H]C(Cl)(Cl)[Cl:32]. Given the product [ClH:32].[ClH:32].[NH2:14][C@@H:15]([CH3:23])[CH2:16][CH2:17][NH:18][CH2:19][CH2:20][O:21][CH3:22], predict the reactants needed to synthesize it. (3) Given the product [BrH:1].[NH2:8][C:6]1[CH:7]=[CH:2][CH:3]=[C:4]([CH3:12])[C:5]=1[OH:11], predict the reactants needed to synthesize it. The reactants are: [Br:1][C:2]1[CH:7]=[C:6]([N+:8]([O-])=O)[C:5]([OH:11])=[C:4]([CH3:12])[CH:3]=1. (4) Given the product [O:25]1[C:29]2[CH:30]=[CH:31][C:32]([C:2]3[C:10]4[C:5](=[CH:6][CH:7]=[C:8]([NH:11][C:12](=[O:24])[CH:13]([N:19]5[CH2:23][CH2:22][CH2:21][CH2:20]5)[C:14]5[CH:18]=[CH:17][S:16][CH:15]=5)[CH:9]=4)[NH:4][N:3]=3)=[CH:33][C:28]=2[O:27][CH2:26]1, predict the reactants needed to synthesize it. The reactants are: I[C:2]1[C:10]2[C:5](=[CH:6][CH:7]=[C:8]([NH:11][C:12](=[O:24])[CH:13]([N:19]3[CH2:23][CH2:22][CH2:21][CH2:20]3)[C:14]3[CH:18]=[CH:17][S:16][CH:15]=3)[CH:9]=2)[NH:4][N:3]=1.[O:25]1[C:29]2[CH:30]=[CH:31][C:32](B3OC(C)(C)C(C)(C)O3)=[CH:33][C:28]=2[O:27][CH2:26]1.C([O-])([O-])=O.[Na+].[Na+]. (5) Given the product [CH3:17][C:18]1[N:19]=[C:20]([N:26]2[CH2:30][CH2:29][N:28]([CH2:31][CH2:32][CH2:33][C:34]([F:35])([F:36])[F:37])[C:27]2=[O:38])[S:21][C:22]=1[C:23]([NH:16][CH2:15][C:13]1[N:12]=[CH:11][O:10][CH:14]=1)=[O:24], predict the reactants needed to synthesize it. The reactants are: FC1C=C(CN)C=NC=1.[O:10]1[CH:14]=[C:13]([CH2:15][NH2:16])[N:12]=[CH:11]1.[CH3:17][C:18]1[N:19]=[C:20]([N:26]2[CH2:30][CH2:29][N:28]([CH2:31][CH2:32][CH2:33][C:34]([F:37])([F:36])[F:35])[C:27]2=[O:38])[S:21][C:22]=1[C:23](O)=[O:24]. (6) Given the product [CH3:7][C:4]1([CH3:8])[CH2:5][C:6]([C:14]#[N:15])=[CH:2][C:3]1=[O:9], predict the reactants needed to synthesize it. The reactants are: Br[C:2]1[C:3](=[O:9])[C:4]([CH3:8])([CH3:7])[CH2:5][CH:6]=1.C(O)(=O)C.[C-:14]#[N:15].[K+]. (7) Given the product [CH2:13]([O:20][C:21]1[CH:26]=[CH:25][C:24]([C:5]2[CH:6]=[C:7]([OH:12])[CH:8]=[C:9]([C:21]3[CH:22]=[CH:23][C:31]([O:32][CH2:33][C:34]4[CH:18]=[CH:19][CH:14]=[CH:15][CH:16]=4)=[CH:30][CH:26]=3)[CH:10]=2)=[CH:23][CH:22]=1)[C:14]1[CH:19]=[CH:18][CH:17]=[CH:16][CH:15]=1, predict the reactants needed to synthesize it. The reactants are: [OH-].[NH3+]N.Br[C:5]1[CH:6]=[C:7]([OH:12])[CH:8]=[C:9](Br)[CH:10]=1.[CH2:13]([O:20][C:21]1[CH:26]=[CH:25][C:24](B(O)O)=[CH:23][CH:22]=1)[C:14]1[CH:19]=[CH:18][CH:17]=[CH:16][CH:15]=1.[CH3:30][CH2:31][O:32][CH2:33][CH3:34]. (8) Given the product [Br:1][C:2]1[CH:7]=[CH:6][C:5]([N:8]2[CH2:9][CH2:10][CH:11]([C:14]([O:16][CH2:21][CH3:22])=[O:15])[CH2:12][CH2:13]2)=[CH:4][CH:3]=1, predict the reactants needed to synthesize it. The reactants are: [Br:1][C:2]1[CH:7]=[CH:6][C:5]([N:8]2[CH2:13][CH2:12][CH:11]([C:14]([OH:16])=[O:15])[CH2:10][CH2:9]2)=[CH:4][CH:3]=1.O=S(Cl)Cl.[CH2:21](O)[CH3:22].